From a dataset of Reaction yield outcomes from USPTO patents with 853,638 reactions. Predict the reaction yield, written as a fraction of the theoretical maximum amount of product (1.0 means a 100% yield; for example, 0.34 means a 34% yield). (1) The reactants are Cl[C:2]1[O:11][C:5]2=[C:6]([NH2:10])[N:7]=[CH:8][CH:9]=[C:4]2[CH:3]=1.[CH:12]1[C:21]2[CH:20]=[CH:19][CH:18]=[C:17](B(O)O)[C:16]=2[CH:15]=[CH:14][N:13]=1.C([O-])([O-])=O.[K+].[K+]. The catalyst is O1CCOCC1.O. The product is [CH:12]1[C:21]2[C:16](=[C:17]([C:2]3[O:11][C:5]4=[C:6]([NH2:10])[N:7]=[CH:8][CH:9]=[C:4]4[CH:3]=3)[CH:18]=[CH:19][CH:20]=2)[CH:15]=[CH:14][N:13]=1. The yield is 0.900. (2) The reactants are [CH3:1][N:2]1[CH2:7][CH2:6][NH:5][CH2:4][CH:3]1[CH3:8].F[C:10]1[CH:20]=[CH:19][C:13]([C:14]([O:16][CH2:17][CH3:18])=[O:15])=[CH:12][CH:11]=1. The catalyst is CC(N(C)C)=O. The product is [CH3:8][CH:3]1[N:2]([CH3:1])[CH2:7][CH2:6][N:5]([C:10]2[CH:20]=[CH:19][C:13]([C:14]([O:16][CH2:17][CH3:18])=[O:15])=[CH:12][CH:11]=2)[CH2:4]1. The yield is 0.362. (3) The yield is 0.730. The product is [CH2:1]1[CH2:6][N:5]([C:7]2[CH:12]=[CH:11][C:10]([NH2:13])=[CH:9][C:8]=2[F:16])[CH2:4][CH:3]([CH2:17][OH:18])[CH2:2]1. The reactants are [CH2:1]1[CH2:6][N:5]([C:7]2[CH:12]=[CH:11][C:10]([N+:13]([O-])=O)=[CH:9][C:8]=2[F:16])[CH2:4][CH:3]([CH2:17][OH:18])[CH2:2]1. The catalyst is [Pd].C(OCC)(=O)C. (4) The reactants are C[O:2][C:3](=O)[C:4]1[CH:9]=[CH:8][C:7]([CH2:10][O:11][CH2:12][CH2:13][O:14][Si:15]([C:18]([CH3:21])([CH3:20])[CH3:19])([CH3:17])[CH3:16])=[CH:6][CH:5]=1.[H-].[H-].[H-].[H-].[Li+].[Al+3]. The catalyst is C1COCC1.O. The product is [Si:15]([O:14][CH2:13][CH2:12][O:11][CH2:10][C:7]1[CH:8]=[CH:9][C:4]([CH2:3][OH:2])=[CH:5][CH:6]=1)([C:18]([CH3:21])([CH3:20])[CH3:19])([CH3:17])[CH3:16]. The yield is 0.910. (5) The reactants are [NH2:1][CH2:2][CH2:3][CH2:4][CH2:5][OH:6].[C:7]1([CH3:16])[CH:12]=[CH:11][C:10]([N:13]=[C:14]=[O:15])=[CH:9][CH:8]=1. The catalyst is C(Cl)Cl. The product is [OH:6][CH2:5][CH2:4][CH2:3][CH2:2][NH:1][C:14]([NH:13][C:10]1[CH:11]=[CH:12][C:7]([CH3:16])=[CH:8][CH:9]=1)=[O:15]. The yield is 0.999. (6) The reactants are [OH:1][C:2]1[CH:7]=[CH:6][C:5]([C:8](=[O:10])[CH3:9])=[C:4]([CH3:11])[CH:3]=1.N1C=CC=CC=1.[F:18][C:19]([F:32])([F:31])[S:20](O[S:20]([C:19]([F:32])([F:31])[F:18])(=[O:22])=[O:21])(=[O:22])=[O:21]. The catalyst is ClCCl. The product is [F:18][C:19]([F:32])([F:31])[S:20]([O:1][C:2]1[CH:7]=[CH:6][C:5]([C:8](=[O:10])[CH3:9])=[C:4]([CH3:11])[CH:3]=1)(=[O:22])=[O:21]. The yield is 0.900.